Dataset: Reaction yield outcomes from USPTO patents with 853,638 reactions. Task: Predict the reaction yield, written as a fraction of the theoretical maximum amount of product (1.0 means a 100% yield; for example, 0.34 means a 34% yield). The catalyst is C(Cl)Cl. The yield is 0.180. The product is [CH2:28]([C:23]1([C:34]2[CH:43]=[C:42]3[C:37]([C@@H:38]4[CH2:49][C:48]([CH3:50])=[CH:47][CH2:46][C@H:39]4[C:40]([CH3:44])([CH3:45])[O:41]3)=[C:36]([OH:51])[CH:35]=2)[O:22][C:25](=[O:26])[CH2:24]1)[CH2:29][CH2:30][CH2:31][CH2:32][CH3:33]. The reactants are FC(F)(F)S(N(C1C=CC=CC=1)S(C(F)(F)F)(=O)=O)(=O)=O.[OH:22][C:23]([C:34]1[CH:43]=[C:42]2[C:37]([C@@H:38]3[CH2:49][C:48]([CH3:50])=[CH:47][CH2:46][C@H:39]3[C:40]([CH3:45])([CH3:44])[O:41]2)=[C:36]([OH:51])[CH:35]=1)([CH2:28][CH2:29][CH2:30][CH2:31][CH2:32][CH3:33])[CH2:24][C:25](O)=[O:26].C(N(CC)CC)C.CCCCCC.